The task is: Predict the reactants needed to synthesize the given product.. This data is from Full USPTO retrosynthesis dataset with 1.9M reactions from patents (1976-2016). (1) Given the product [CH3:8][O:7][C:1]1[CH:6]=[CH:5][C:4]([C:9](=[O:11])[CH3:10])=[CH:3][CH:2]=1, predict the reactants needed to synthesize it. The reactants are: [C:1]1([O:7][CH3:8])[CH:6]=[CH:5][CH:4]=[CH:3][CH:2]=1.[C:9](OC(=O)C)(=[O:11])[CH3:10]. (2) Given the product [NH2:8][C:5]1[N:4]=[C:3]([C:9]2[C:17]3[C:12](=[CH:13][CH:14]=[C:15]([C:18]#[C:19][C:32]4([OH:35])[CH2:33][CH2:34][C@@H:30]([CH3:29])[CH2:31]4)[CH:16]=3)[N:11]([CH2:20][CH2:21][O:22][CH3:23])[CH:10]=2)[C:2]([Cl:1])=[CH:7][N:6]=1, predict the reactants needed to synthesize it. The reactants are: [Cl:1][C:2]1[C:3]([C:9]2[C:17]3[C:12](=[CH:13][CH:14]=[C:15]([C:18]#[CH:19])[CH:16]=3)[N:11]([CH2:20][CH2:21][O:22][CH3:23])[CH:10]=2)=[N:4][C:5]([NH2:8])=[N:6][CH:7]=1.[Li]CCCC.[CH3:29][C@@H:30]1[CH2:34][CH2:33][C:32](=[O:35])[CH2:31]1.